The task is: Predict the reaction yield, written as a fraction of the theoretical maximum amount of product (1.0 means a 100% yield; for example, 0.34 means a 34% yield).. This data is from Reaction yield outcomes from USPTO patents with 853,638 reactions. (1) The reactants are C([O:3][C:4](=[O:23])[C:5]1[CH:10]=[C:9]([F:11])[CH:8]=[C:7]([C:12]2[C:21]3[C:16](=[CH:17][CH:18]=[C:19]([Br:22])[CH:20]=3)[N:15]=[CH:14][N:13]=2)[CH:6]=1)C.O[Li].O. The catalyst is O1CCOCC1. The product is [Br:22][C:19]1[CH:20]=[C:21]2[C:16](=[CH:17][CH:18]=1)[N:15]=[CH:14][N:13]=[C:12]2[C:7]1[CH:6]=[C:5]([CH:10]=[C:9]([F:11])[CH:8]=1)[C:4]([OH:23])=[O:3]. The yield is 0.990. (2) The reactants are [NH2:1][C:2]1[C:6]([Br:7])=[C:5]([CH3:8])[O:4][N:3]=1.[C:9]1([S:15](Cl)(=[O:17])=[O:16])[CH:14]=[CH:13][CH:12]=[CH:11][CH:10]=1. The catalyst is N1C=CC=CC=1.ClCCl. The product is [C:9]1([S:15]([N:1]([C:2]2[C:6]([Br:7])=[C:5]([CH3:8])[O:4][N:3]=2)[S:15]([C:9]2[CH:14]=[CH:13][CH:12]=[CH:11][CH:10]=2)(=[O:17])=[O:16])(=[O:17])=[O:16])[CH:14]=[CH:13][CH:12]=[CH:11][CH:10]=1. The yield is 0.510. (3) The catalyst is C1COCC1.[NH4+].[Cl-]. The reactants are [CH3:1][N:2]1[CH:6]=[CH:5][CH:4]=[N:3]1.[Li]CCCC.[CH:12]([O:15][B:16]1[O:20][C:19](C)(C)[C:18]([CH3:24])([CH3:23])O1)(C)C. The yield is 0.770. The product is [CH3:24][C:18]1([CH3:23])[CH2:12][O:15][B:16]([C:6]2[N:2]([CH3:1])[N:3]=[CH:4][CH:5]=2)[O:20][CH2:19]1. (4) The reactants are [Cl:1][C:2]1[N:3]=[C:4]2[C:9](=[CH:10][CH:11]=1)[N:8]=[CH:7][C:6]([C:12](=[O:14])[CH3:13])=[C:5]2[NH:15][C@H:16]1[CH2:21][CH2:20][C@H:19]([CH2:22][N:23]([CH3:25])[CH3:24])[CH2:18][CH2:17]1.[Cl:26][C:27]1[CH:32]=[C:31](B2OC(C)(C)C(C)(C)O2)[CH:30]=[C:29]([Cl:42])[C:28]=1[OH:43].C1(N)C(F)=C(F)C(F)=C(N)C=1F.Cl.Cl. No catalyst specified. The product is [ClH:1].[ClH:26].[Cl:26][C:27]1[CH:32]=[C:31]([C:2]2[N:3]=[C:4]3[C:9](=[CH:10][CH:11]=2)[N:8]=[CH:7][C:6]([C:12](=[O:14])[CH3:13])=[C:5]3[NH:15][C@H:16]2[CH2:17][CH2:18][C@H:19]([CH2:22][N:23]([CH3:24])[CH3:25])[CH2:20][CH2:21]2)[CH:30]=[C:29]([Cl:42])[C:28]=1[OH:43]. The yield is 0.580.